This data is from Full USPTO retrosynthesis dataset with 1.9M reactions from patents (1976-2016). The task is: Predict the reactants needed to synthesize the given product. (1) Given the product [CH3:1][O:2][C:3]1[CH:8]=[C:7]([CH2:9][O:10][CH3:11])[CH:6]=[C:5]([O:12][CH3:13])[C:4]=1[C:14]1[N:19]2[N:20]=[C:21]([CH2:23][CH3:24])[CH:22]=[C:18]2[O:17][C:15]=1[CH3:16], predict the reactants needed to synthesize it. The reactants are: [CH3:1][O:2][C:3]1[CH:8]=[C:7]([CH2:9][O:10][CH3:11])[CH:6]=[C:5]([O:12][CH3:13])[C:4]=1[C:14](=O)[CH:15]([O:17][C:18]1[CH:22]=[C:21]([CH2:23][CH3:24])[NH:20][N:19]=1)[CH3:16].O.C1(C)C=CC(S(O)(=O)=O)=CC=1.C([NH-])(=O)C. (2) Given the product [Cl:9][C:8]1[C:3]([CH2:2][N:14]2[C:22]3[C:17](=[CH:18][C:19]([CH:23]=[O:24])=[CH:20][CH:21]=3)[CH:16]=[N:15]2)=[N:4][CH:5]=[C:6]([C:10]([F:13])([F:12])[F:11])[CH:7]=1, predict the reactants needed to synthesize it. The reactants are: Br[CH2:2][C:3]1[C:8]([Cl:9])=[CH:7][C:6]([C:10]([F:13])([F:12])[F:11])=[CH:5][N:4]=1.[NH:14]1[C:22]2[C:17](=[CH:18][C:19]([CH:23]=[O:24])=[CH:20][CH:21]=2)[CH:16]=[N:15]1. (3) Given the product [Br:1][C:2]1[CH:10]=[CH:9][C:5]([C:6]([O:8][C:5]([CH3:9])([CH3:6])[CH3:4])=[O:7])=[C:4]([F:11])[CH:3]=1, predict the reactants needed to synthesize it. The reactants are: [Br:1][C:2]1[CH:10]=[CH:9][C:5]([C:6]([OH:8])=[O:7])=[C:4]([F:11])[CH:3]=1. (4) The reactants are: [CH3:1][C:2]1[N:7]=[C:6]2[S:8][C:9]3[CH2:14][CH2:13][CH2:12][CH2:11][C:10]=3[C:5]2=[C:4]([C:15]2[CH:23]=[CH:22][C:18]3[N:19]=[CH:20][S:21][C:17]=3[CH:16]=2)[C:3]=1[CH:24]([O:29][C:30]([CH3:33])([CH3:32])[CH3:31])[C:25]([O:27]C)=[O:26].[I-].[Li+]. Given the product [CH3:1][C:2]1[N:7]=[C:6]2[S:8][C:9]3[CH2:14][CH2:13][CH2:12][CH2:11][C:10]=3[C:5]2=[C:4]([C:15]2[CH:23]=[CH:22][C:18]3[N:19]=[CH:20][S:21][C:17]=3[CH:16]=2)[C:3]=1[CH:24]([O:29][C:30]([CH3:33])([CH3:32])[CH3:31])[C:25]([OH:27])=[O:26], predict the reactants needed to synthesize it. (5) The reactants are: [C:1]([NH:24][CH2:25][CH2:26][NH:27][P:28](=O)([O:48]C1C=CC=CC=1)[O:29][CH2:30][C@@H]1[C@@H](N=[N+]=[N-])C[C@@H](N2C=C(C)C(=O)NC2=O)O1)(=[O:23])[CH2:2][CH2:3]/[CH:4]=[CH:5]\[CH2:6]/[CH:7]=[CH:8]\[CH2:9]/[CH:10]=[CH:11]\[CH2:12]/[CH:13]=[CH:14]\[CH2:15]/[CH:16]=[CH:17]\[CH2:18]/[CH:19]=[CH:20]\CC.[CH2:56]1[S:60][C@H:59]([CH2:61][OH:62])[O:58][C@@H:57]1[N:63]1[C:68](=[O:69])[N:67]=[C:66]([NH2:70])[CH:65]=[CH:64]1.NCCNC(=O)CCC/C=C\C/C=C\C/C=C\C/C=C\C/C=C\CC. Given the product [C:1]([NH:24][CH2:25][CH2:26][NH:27][P:28](=[O:48])([O:29][CH3:30])[O:62][CH2:61][C@H:59]1[S:60][CH2:56][C@@H:57]([N:63]2[CH:64]=[CH:65][C:66]([NH2:70])=[N:67][C:68]2=[O:69])[O:58]1)(=[O:23])[CH2:2][CH2:3][CH2:4]/[CH:5]=[CH:6]\[CH2:7]/[CH:8]=[CH:9]\[CH2:10]/[CH:11]=[CH:12]\[CH2:13]/[CH:14]=[CH:15]\[CH2:16]/[CH:17]=[CH:18]\[CH2:19][CH3:20], predict the reactants needed to synthesize it. (6) Given the product [F:3][C:4]1[C:13]([NH:14][S:15]([CH2:18][CH2:19][CH3:20])(=[O:16])=[O:17])=[CH:12][CH:11]=[C:10]([F:27])[C:5]=1[C:6]([OH:8])=[O:7], predict the reactants needed to synthesize it. The reactants are: [OH-].[Na+].[F:3][C:4]1[C:13]([N:14](S(CCC)(=O)=O)[S:15]([CH2:18][CH2:19][CH3:20])(=[O:17])=[O:16])=[CH:12][CH:11]=[C:10]([F:27])[C:5]=1[C:6]([O:8]C)=[O:7].